Predict the reactants needed to synthesize the given product. From a dataset of Full USPTO retrosynthesis dataset with 1.9M reactions from patents (1976-2016). Given the product [C:43]([O:42][C:40]([NH:39][C@@H:37]([C:33]1[CH:32]=[CH:31][C:30]2[C:35](=[CH:36][C:27](/[CH:26]=[CH:25]/[C:24]([CH2:47][F:48])([CH2:49][F:50])[C:23]([O:22][C@@H:18]([CH:19]([CH3:20])[CH3:21])[C:17]([NH:16][C@@H:14]([CH3:15])[C:13]([N:9]3[CH2:10][CH2:11][CH2:12][C@@H:7]([C:5]([OH:6])=[O:4])[NH:8]3)=[O:53])=[O:52])=[O:51])=[CH:28][CH:29]=2)[N:34]=1)[CH3:38])=[O:41])([CH3:46])([CH3:44])[CH3:45], predict the reactants needed to synthesize it. The reactants are: ClC(Cl)(Cl)C[O:4][C:5]([C@@H:7]1[CH2:12][CH2:11][CH2:10][N:9]([C:13](=[O:53])[C@@H:14]([NH:16][C:17](=[O:52])[C@@H:18]([O:22][C:23](=[O:51])[C:24]([CH2:49][F:50])([CH2:47][F:48])/[CH:25]=[CH:26]/[C:27]2[CH:36]=[C:35]3[C:30]([CH:31]=[CH:32][C:33]([C@H:37]([NH:39][C:40]([O:42][C:43]([CH3:46])([CH3:45])[CH3:44])=[O:41])[CH3:38])=[N:34]3)=[CH:29][CH:28]=2)[CH:19]([CH3:21])[CH3:20])[CH3:15])[NH:8]1)=[O:6].[OH-].[Na+].Cl.